From a dataset of CYP2C19 inhibition data for predicting drug metabolism from PubChem BioAssay. Regression/Classification. Given a drug SMILES string, predict its absorption, distribution, metabolism, or excretion properties. Task type varies by dataset: regression for continuous measurements (e.g., permeability, clearance, half-life) or binary classification for categorical outcomes (e.g., BBB penetration, CYP inhibition). Dataset: cyp2c19_veith. (1) The drug is COc1ccccc1CN1CCC2(CC1)CCN(S(=O)(=O)c1ccccc1)CC2. The result is 0 (non-inhibitor). (2) The drug is Cc1ccc(-n2c3c(c(=O)[nH]c2=O)C(NS(=O)(=O)c2ccc(C)cc2)(C(F)(F)F)C(=O)N3)cc1. The result is 0 (non-inhibitor).